The task is: Predict the product of the given reaction.. This data is from Forward reaction prediction with 1.9M reactions from USPTO patents (1976-2016). (1) Given the reactants [NH:1]1[CH:5]=[CH:4][C:3]([NH:6][C:7]([NH:9]C(=O)C2C=CC=CC=2)=[S:8])=[N:2]1, predict the reaction product. The product is: [NH:1]1[CH:5]=[CH:4][C:3]([NH:6][C:7]([NH2:9])=[S:8])=[N:2]1. (2) Given the reactants [F:1][C:2]([F:12])([F:11])[O:3][C:4]1[CH:9]=[CH:8][CH:7]=[CH:6][C:5]=1[OH:10].C(N(CC)CC)C.[Mg+2].[Cl-].[Cl-].[CH2:23]=[O:24].O=P12OP3(OP(OP(O3)(O1)=O)(=O)O2)=O, predict the reaction product. The product is: [OH:10][C:5]1[C:4]([O:3][C:2]([F:11])([F:12])[F:1])=[CH:9][CH:8]=[CH:7][C:6]=1[CH:23]=[O:24]. (3) Given the reactants [C@H:1]12[CH2:9][C@H:5]([O:6][C:7]1=[O:8])[CH2:4][O:3][CH2:2]2.[OH-:10].[Na+].Cl, predict the reaction product. The product is: [OH:10][C@H:5]1[CH2:4][O:3][CH2:2][C@@H:1]([C:7]([OH:6])=[O:8])[CH2:9]1. (4) Given the reactants Br[C:2]1[S:3][C:4](Br)=[CH:5][CH:6]=1.[C:8]1([CH2:14][O:15][C:16]([NH:18][CH:19]=[CH2:20])=[O:17])[CH:13]=[CH:12][CH:11]=[CH:10][CH:9]=1.[CH:21]12[CH2:40][CH2:39][CH2:38][CH:34](C[CH2:36][CH2:37]1)B12[H]B2([CH:34]3C[CH2:36][CH2:37][CH:21]2[CH2:40][CH2:39][CH2:38]3)[H]1.[OH-:41].[Na+], predict the reaction product. The product is: [C:8]1([CH2:14][O:15][C:16]([NH:18][CH2:19][CH2:20][C:2]2[S:3][C:4]([CH2:20][CH2:19][NH:18][C:16]([O:15][CH2:34][C:38]3[CH:36]=[CH:37][CH:21]=[CH:40][CH:39]=3)=[O:41])=[CH:5][CH:6]=2)=[O:17])[CH:13]=[CH:12][CH:11]=[CH:10][CH:9]=1. (5) Given the reactants O(P(O[C:18]1[N:19]([C:24]([O:26][C:27]([CH3:30])([CH3:29])[CH3:28])=[O:25])[CH2:20][CH2:21][O:22][CH:23]=1)(OC1C=CC=CC=1)=O)C1C=CC=CC=1.[O:31]([C:38]1[CH:43]=[CH:42][C:41](B(O)O)=[CH:40][CH:39]=1)[C:32]1[CH:37]=[CH:36][CH:35]=[CH:34][CH:33]=1, predict the reaction product. The product is: [O:31]([C:38]1[CH:39]=[CH:40][C:41]([C:18]2[N:19]([C:24]([O:26][C:27]([CH3:28])([CH3:29])[CH3:30])=[O:25])[CH2:20][CH2:21][O:22][CH:23]=2)=[CH:42][CH:43]=1)[C:32]1[CH:37]=[CH:36][CH:35]=[CH:34][CH:33]=1. (6) Given the reactants [CH3:1][S:2]([C:5]1[CH:6]=[CH:7][C:8]([N:14]2[CH2:19][CH2:18][O:17][CH2:16][CH2:15]2)=[C:9]([CH:13]=1)[C:10]([OH:12])=O)(=[O:4])=[O:3].[F:20][C:21]([F:35])([F:34])[C:22]1[CH:33]=[CH:32][C:25]([O:26][CH:27]2[CH2:31][CH2:30][NH:29][CH2:28]2)=[CH:24][CH:23]=1, predict the reaction product. The product is: [CH3:1][S:2]([C:5]1[CH:6]=[CH:7][C:8]([N:14]2[CH2:19][CH2:18][O:17][CH2:16][CH2:15]2)=[C:9]([C:10]([N:29]2[CH2:30][CH2:31][CH:27]([O:26][C:25]3[CH:24]=[CH:23][C:22]([C:21]([F:20])([F:35])[F:34])=[CH:33][CH:32]=3)[CH2:28]2)=[O:12])[CH:13]=1)(=[O:3])=[O:4]. (7) Given the reactants [OH:1][CH:2]1[CH2:7][CH2:6][CH2:5][N:4]([C:8]2[CH:15]=[CH:14][CH:13]=[CH:12][C:9]=2[C:10]#[N:11])[CH2:3]1, predict the reaction product. The product is: [NH2:11][CH2:10][C:9]1[CH:12]=[CH:13][CH:14]=[CH:15][C:8]=1[N:4]1[CH2:5][CH2:6][CH2:7][CH:2]([OH:1])[CH2:3]1. (8) Given the reactants [NH3:1].[CH2:2]([O:4][C:5]([C:7]1[C:8]2[S:16][CH:15]=[C:14]([CH2:17][O:18][C:19]3[CH:24]=[CH:23][CH:22]=[C:21]([O:25][CH2:26][C:27]4[CH:32]=[CH:31][CH:30]=[C:29]([C:33]#[N:34])[CH:28]=4)[CH:20]=3)[C:9]=2[C:10](Cl)=[N:11][CH:12]=1)=[O:6])[CH3:3], predict the reaction product. The product is: [CH2:2]([O:4][C:5]([C:7]1[C:8]2[S:16][CH:15]=[C:14]([CH2:17][O:18][C:19]3[CH:24]=[CH:23][CH:22]=[C:21]([O:25][CH2:26][C:27]4[CH:32]=[CH:31][CH:30]=[C:29]([C:33]#[N:34])[CH:28]=4)[CH:20]=3)[C:9]=2[C:10]([NH2:1])=[N:11][CH:12]=1)=[O:6])[CH3:3]. (9) Given the reactants Cl[CH2:2][C:3]1[O:4][C:5]([C:8]([CH3:11])([CH3:10])[CH3:9])=[CH:6][N:7]=1.[CH2:12]([O:14][P:15]([O:19]CC)[O:16][CH2:17][CH3:18])[CH3:13], predict the reaction product. The product is: [CH2:12]([O:14][P:15]([CH2:2][C:3]1[O:4][C:5]([C:8]([CH3:11])([CH3:10])[CH3:9])=[CH:6][N:7]=1)(=[O:19])[O:16][CH2:17][CH3:18])[CH3:13]. (10) Given the reactants Cl.[NH2:2][CH2:3][C:4]([OH:6])=[O:5].S(Cl)([Cl:9])=O.[CH2:11](O)[CH2:12][CH2:13][CH3:14], predict the reaction product. The product is: [Cl-:9].[NH2:2][CH2:3][C:4]([O:6][CH2:11][CH2:12][CH2:13][CH3:14])=[O:5].